From a dataset of Forward reaction prediction with 1.9M reactions from USPTO patents (1976-2016). Predict the product of the given reaction. (1) Given the reactants [C:1]1([CH2:7][O:8][N:9]2[C:15](=[O:16])[N:14]3[CH2:17][C@H:10]2[CH2:11][CH2:12][C@H:13]3[C:18]([OH:20])=O)[CH:6]=[CH:5][CH:4]=[CH:3][CH:2]=1.[NH2:21][C@@H:22]1[CH2:26][CH2:25][N:24]([C:27]([O:29][C:30]([CH3:33])([CH3:32])[CH3:31])=[O:28])[CH2:23]1.C(N(CC)CC)C.C1C=CC2N(O)N=NC=2C=1.C(Cl)CCl, predict the reaction product. The product is: [CH2:7]([O:8][N:9]1[C:15](=[O:16])[N:14]2[CH2:17][C@H:10]1[CH2:11][CH2:12][C@H:13]2[C:18]([NH:21][C@@H:22]1[CH2:26][CH2:25][N:24]([C:27]([O:29][C:30]([CH3:33])([CH3:32])[CH3:31])=[O:28])[CH2:23]1)=[O:20])[C:1]1[CH:2]=[CH:3][CH:4]=[CH:5][CH:6]=1. (2) Given the reactants [Br:1][C:2]1[CH:7]=[C:6]([O:8][CH3:9])[CH:5]=[CH:4][C:3]=1[OH:10].[CH2:11]([O:13][C:14](=[O:18])[C:15]([CH3:17])=[CH2:16])[CH3:12].[CH2:19](NCCCC)CCC.C=O.CC(O)=O, predict the reaction product. The product is: [CH2:11]([O:13][C:14]([C:15]1([CH3:17])[CH2:16][CH2:19][C:4]2[C:3](=[C:2]([Br:1])[CH:7]=[C:6]([O:8][CH3:9])[CH:5]=2)[O:10]1)=[O:18])[CH3:12]. (3) Given the reactants [C:1]([O:5][C:6]([N:8]1[CH2:16][C:15]2[C:10](=[CH:11][CH:12]=[CH:13][CH:14]=2)[C@H:9]1[C:17](O)=[O:18])=[O:7])([CH3:4])([CH3:3])[CH3:2].[F:20][C:21]1[CH:27]=[CH:26][CH:25]=[C:24]([F:28])[C:22]=1[NH2:23].O=P(Cl)(Cl)Cl, predict the reaction product. The product is: [C:1]([O:5][C:6]([N:8]1[CH2:16][C:15]2[C:10](=[CH:11][CH:12]=[CH:13][CH:14]=2)[C@H:9]1[C:17](=[O:18])[NH:23][C:22]1[C:21]([F:20])=[CH:27][CH:26]=[CH:25][C:24]=1[F:28])=[O:7])([CH3:4])([CH3:2])[CH3:3]. (4) Given the reactants [CH3:1][O:2][C:3]1[CH:4]=[C:5]([C@H:13]2[C@H:22]3[C:23]([O:25][CH2:26][C@@H:21]3[C@@H:20]([OH:27])[C:19]3[CH:18]=[C:17]4[O:28][CH2:29][O:30][C:16]4=[CH:15][C:14]2=3)=[O:24])[CH:6]=[C:7]([O:11][CH3:12])[C:8]=1[O:9]C.CSC.CS(O)(=O)=O, predict the reaction product. The product is: [OH:9][C:8]1[C:7]([O:11][CH3:12])=[CH:6][C:5]([CH:13]2[CH:22]3[C:23](=[O:24])[O:25][CH2:26][CH:21]3[CH:20]([OH:27])[C:19]3[C:14]2=[CH:15][C:16]2[O:30][CH2:29][O:28][C:17]=2[CH:18]=3)=[CH:4][C:3]=1[O:2][CH3:1]. (5) Given the reactants C(N(C1C=CC=CC=1C1CCC2C(=CC=C(OC)C=2)C1)CCC1C=CC(O)=CC=1)C.Cl.ClCCN1CCCC1.[CH2:40]([N:42]([C:59]1[CH:64]=[CH:63][CH:62]=[CH:61][C:60]=1[CH:65]1[CH2:74][CH2:73][C:72]2[C:67](=[CH:68][CH:69]=[C:70]([O:75]C)[CH:71]=2)[CH2:66]1)[CH2:43][CH2:44][C:45]1[CH:50]=[CH:49][C:48]([O:51][CH2:52][CH2:53][N:54]2[CH2:58][CH2:57][CH2:56][CH2:55]2)=[CH:47][CH:46]=1)[CH3:41], predict the reaction product. The product is: [CH2:40]([N:42]([CH2:43][CH2:44][C:45]1[CH:46]=[CH:47][C:48]([O:51][CH2:52][CH2:53][N:54]2[CH2:55][CH2:56][CH2:57][CH2:58]2)=[CH:49][CH:50]=1)[C:59]1[CH:64]=[CH:63][CH:62]=[CH:61][C:60]=1[CH:65]1[CH2:74][CH2:73][C:72]2[CH:71]=[C:70]([OH:75])[CH:69]=[CH:68][C:67]=2[CH2:66]1)[CH3:41]. (6) Given the reactants [CH3:1][N:2]1[CH:6]=[CH:5][C:4]([C:7](=[O:9])[CH3:8])=[CH:3]1.ClS([N:14]=[C:15]=O)(=O)=O.CN(C)C=O.C(=O)([O-])[O-].[Na+].[Na+], predict the reaction product. The product is: [C:7]([C:4]1[CH:5]=[C:6]([C:15]#[N:14])[N:2]([CH3:1])[CH:3]=1)(=[O:9])[CH3:8]. (7) Given the reactants [F:1][C:2]1[CH:26]=[CH:25][C:5]([CH2:6][N:7]([CH3:24])[C:8]([C@@:10]2([C:16]3[CH:21]=[CH:20][C:19]([Cl:22])=[C:18]([Cl:23])[CH:17]=3)[CH2:12][C@H:11]2[CH2:13][CH2:14]Cl)=[O:9])=[CH:4][CH:3]=1.[I-].[K+].C(=O)([O-])[O-].[K+].[K+].Cl.[C:36]1([C:42]2([NH:48][C:49](=[O:51])[CH3:50])[CH2:47][CH2:46][NH:45][CH2:44][CH2:43]2)[CH:41]=[CH:40][CH:39]=[CH:38][CH:37]=1, predict the reaction product. The product is: [F:1][C:2]1[CH:26]=[CH:25][C:5]([CH2:6][N:7]([CH3:24])[C:8]([C@@:10]2([C:16]3[CH:21]=[CH:20][C:19]([Cl:22])=[C:18]([Cl:23])[CH:17]=3)[CH2:12][C@H:11]2[CH2:13][CH2:14][N:45]2[CH2:46][CH2:47][C:42]([NH:48][C:49](=[O:51])[CH3:50])([C:36]3[CH:41]=[CH:40][CH:39]=[CH:38][CH:37]=3)[CH2:43][CH2:44]2)=[O:9])=[CH:4][CH:3]=1. (8) Given the reactants Cl.[CH3:2][C:3]([C:7]1[CH:8]=[C:9]([CH3:13])[CH:10]=[CH:11][CH:12]=1)([CH3:6])[CH2:4][NH2:5].C(N(CC)CC)C.ClC(Cl)(O[C:25](=[O:31])OC(Cl)(Cl)Cl)Cl.FC(F)(F)C(O)=O.[CH3:40][C:41]1([NH2:49])[CH:46]2[CH2:47][CH2:48][N:43]([CH2:44][CH2:45]2)[CH2:42]1, predict the reaction product. The product is: [CH3:6][C:3]([C:7]1[CH:8]=[C:9]([CH3:13])[CH:10]=[CH:11][CH:12]=1)([CH3:2])[CH2:4][NH:5][C:25]([NH:49][C:41]1([CH3:40])[CH:46]2[CH2:47][CH2:48][N:43]([CH2:44][CH2:45]2)[CH2:42]1)=[O:31].